From a dataset of Reaction yield outcomes from USPTO patents with 853,638 reactions. Predict the reaction yield, written as a fraction of the theoretical maximum amount of product (1.0 means a 100% yield; for example, 0.34 means a 34% yield). (1) The reactants are [NH:1]1[CH2:7][CH2:6][CH2:5][CH:4]([N:8]2[CH2:12][CH2:11][C@@H:10]([NH:13][C:14](=[O:29])[CH2:15][NH:16][C:17](=[O:28])[C:18]3[CH:23]=[CH:22][CH:21]=[C:20]([C:24]([F:27])([F:26])[F:25])[CH:19]=3)[CH2:9]2)[CH2:3][CH2:2]1.C([O-])([O-])=O.[K+].[K+].F[C:37]1[CH:52]=[CH:51][C:40]([C:41]([O:43][CH2:44][C:45]2[CH:50]=[CH:49][CH:48]=[CH:47][CH:46]=2)=[O:42])=[CH:39][CH:38]=1.C([O-])(O)=O.[Na+]. The catalyst is CS(C)=O.ClCCl. The product is [F:26][C:24]([F:27])([F:25])[C:20]1[CH:19]=[C:18]([CH:23]=[CH:22][CH:21]=1)[C:17]([NH:16][CH2:15][C:14]([NH:13][C@@H:10]1[CH2:11][CH2:12][N:8]([CH:4]2[CH2:5][CH2:6][CH2:7][N:1]([C:37]3[CH:52]=[CH:51][C:40]([C:41]([O:43][CH2:44][C:45]4[CH:50]=[CH:49][CH:48]=[CH:47][CH:46]=4)=[O:42])=[CH:39][CH:38]=3)[CH2:2][CH2:3]2)[CH2:9]1)=[O:29])=[O:28]. The yield is 0.790. (2) The product is [F:1][C:2]1[CH:3]=[CH:4][C:5]([C@@H:8]([NH2:12])[CH2:9][CH2:10][N:20]2[CH2:25][CH2:24][O:23][CH2:22][CH2:21]2)=[CH:6][CH:7]=1. The reactants are [F:1][C:2]1[CH:7]=[CH:6][C:5]([C@@H:8]([NH:12]C(=O)OC(C)(C)C)[CH2:9][CH:10]=O)=[CH:4][CH:3]=1.[NH:20]1[CH2:25][CH2:24][O:23][CH2:22][CH2:21]1.C(O[BH-](OC(=O)C)OC(=O)C)(=O)C.[Na+].O. The catalyst is C(Cl)Cl. The yield is 0.730. (3) The product is [Cl:1][C:2]1[CH:3]=[C:4]([C:5]([OH:7])([CH2:13][CH3:14])[CH2:17][CH3:18])[CH:9]=[CH:10][C:11]=1[OH:12]. The yield is 0.990. The catalyst is C1COCC1. The reactants are [Cl:1][C:2]1[CH:3]=[C:4]([CH:9]=[CH:10][C:11]=1[OH:12])[C:5]([O:7]C)=O.[CH2:13]([Mg]Br)[CH3:14].[CH2:17]1COC[CH2:18]1. (4) The reactants are C[O-].[Na+].[P:4]([O-:10])([O:8][CH3:9])([O:6][CH3:7])=O.[CH3:11][O:12][C:13]1[CH:14]=[C:15]([CH:18]=[C:19]([O:23][CH3:24])[C:20]=1[O:21][CH3:22])[CH:16]=[O:17].FC(F)(F)C(O)=O. The catalyst is CO. The product is [CH3:9][O:8][P:4]([CH:16]([OH:17])[C:15]1[CH:14]=[C:13]([O:12][CH3:11])[C:20]([O:21][CH3:22])=[C:19]([O:23][CH3:24])[CH:18]=1)(=[O:10])[O:6][CH3:7]. The yield is 0.880. (5) The reactants are CC1(C)C(C)(C)OB([C:9]2[CH:32]=[CH:31][C:12]3[N:13]=[C:14]([NH:16][C:17]4[CH:22]=[CH:21][N:20]=[C:19]([NH:23][C@H:24]5[CH2:29][CH2:28][C@H:27]([OH:30])[CH2:26][CH2:25]5)[N:18]=4)[S:15][C:11]=3[CH:10]=2)O1.Br[C:35]1[CH:36]=[C:37]([O:41][CH2:42][CH2:43][OH:44])[CH:38]=[N:39][CH:40]=1.C(=O)([O-])[O-].[Cs+].[Cs+].FC(F)(F)C(O)=O. The catalyst is O1CCOCC1.O.C(#N)C.C1C=CC([P]([Pd]([P](C2C=CC=CC=2)(C2C=CC=CC=2)C2C=CC=CC=2)([P](C2C=CC=CC=2)(C2C=CC=CC=2)C2C=CC=CC=2)[P](C2C=CC=CC=2)(C2C=CC=CC=2)C2C=CC=CC=2)(C2C=CC=CC=2)C2C=CC=CC=2)=CC=1. The product is [OH:44][CH2:43][CH2:42][O:41][C:37]1[CH:36]=[C:35]([C:9]2[CH:32]=[CH:31][C:12]3[N:13]=[C:14]([NH:16][C:17]4[CH:22]=[CH:21][N:20]=[C:19]([NH:23][C@H:24]5[CH2:25][CH2:26][C@H:27]([OH:30])[CH2:28][CH2:29]5)[N:18]=4)[S:15][C:11]=3[CH:10]=2)[CH:40]=[N:39][CH:38]=1. The yield is 0.0500. (6) The reactants are [CH2:1]([C:3]1[CH:12]=[C:11]([C:13]([F:16])([F:15])[F:14])[C:10]2[C:9](=[O:17])[NH:8][C@@H:7]3[CH2:18][N:19](C(OC(C)(C)C)=O)[CH2:20][C@H:6]3[C:5]=2[CH:4]=1)[CH3:2].[ClH:28]. The catalyst is C(OCC)C. The product is [ClH:28].[CH2:1]([C:3]1[CH:12]=[C:11]([C:13]([F:14])([F:15])[F:16])[C:10]2[C:9](=[O:17])[NH:8][C@@H:7]3[CH2:18][NH:19][CH2:20][C@H:6]3[C:5]=2[CH:4]=1)[CH3:2]. The yield is 0.860.